Dataset: Forward reaction prediction with 1.9M reactions from USPTO patents (1976-2016). Task: Predict the product of the given reaction. (1) Given the reactants F[C:2]1[CH:9]=[CH:8][C:5]([CH:6]=[O:7])=[CH:4][CH:3]=1.[Br:10][C:11]1[CH:16]=[CH:15][CH:14]=[CH:13][C:12]=1[OH:17].C(=O)([O-])[O-].[K+].[K+].CN(C)C(=O)C, predict the reaction product. The product is: [Br:10][C:11]1[CH:16]=[CH:15][CH:14]=[CH:13][C:12]=1[O:17][C:2]1[CH:9]=[CH:8][C:5]([CH:6]=[O:7])=[CH:4][CH:3]=1. (2) Given the reactants C(OC(=O)[CH:5]([S:7][C:8]1[S:12][C:11]([NH:13][C:14]([N:16]([CH2:28][CH:29]2[CH2:33][CH2:32][CH2:31][CH2:30]2)[C:17]2[CH:22]=[CH:21][CH:20]=[C:19]([C:23](=[O:27])[N:24]([CH3:26])[CH3:25])[CH:18]=2)=[O:15])=[N:10][CH:9]=1)[CH3:6])C.C1(CN(C2C=CC(S(C)(=O)=O)=CC=2)C(=O)NC2SC=C(C[C:50]([OH:52])=[O:51])N=2)CCCC1.C1(CNC2C=C(C=CC=2)C(N(C)C)=O)CCCC1.C(OC(=O)C(SC1SC(N)=NC=1)C)C, predict the reaction product. The product is: [CH:29]1([CH2:28][N:16]([C:17]2[CH:22]=[CH:21][CH:20]=[C:19]([C:23](=[O:27])[N:24]([CH3:26])[CH3:25])[CH:18]=2)[C:14](=[O:15])[NH:13][C:11]2[S:12][C:8]([S:7][CH2:5][CH2:6][C:50]([OH:52])=[O:51])=[CH:9][N:10]=2)[CH2:30][CH2:31][CH2:32][CH2:33]1. (3) Given the reactants [CH3:1][O:2][C:3](=[O:22])[C:4]1[CH:9]=[C:8]([C:10](=[O:13])[CH2:11][CH3:12])[C:7]([C:14]([F:17])([F:16])[F:15])=[CH:6][C:5]=1[NH:18]C(=O)C.S(=O)(=O)(O)O, predict the reaction product. The product is: [CH3:1][O:2][C:3](=[O:22])[C:4]1[CH:9]=[C:8]([C:10](=[O:13])[CH2:11][CH3:12])[C:7]([C:14]([F:16])([F:15])[F:17])=[CH:6][C:5]=1[NH2:18]. (4) Given the reactants Cl.Cl.[CH2:3]([NH:5][CH2:6][CH2:7][CH2:8]N(C)C)[CH3:4].[CH2:12]([N:14](CC)[CH2:15]C)C.[CH3:19][C:20]([O:22][C@H:23]1[C:32]2[C@@:33]3([CH3:48])[C@@H:44]([CH2:45][O:46][CH3:47])[O:43][C:41](=[O:42])[C:35]4=[CH:36][O:37][C:38]([C:39](=[O:40])[C:31]=2[C@@H:26]2[CH2:27][CH2:28][C@H:29]([OH:30])[C@@:25]2([CH3:49])[CH2:24]1)=[C:34]34)=[O:21], predict the reaction product. The product is: [CH3:12][N:14]([CH3:15])[CH:7]([CH3:8])[CH2:6][N:5]([CH:36]=[C:35]1[C:34]2[C:33]([CH3:48])([C:32]3[CH:23]([O:22][C:20](=[O:21])[CH3:19])[CH2:24][C:25]4([CH3:49])[CH:26]([C:31]=3[C:39](=[O:40])[C:38]=2[OH:37])[CH2:27][CH2:28][CH:29]4[OH:30])[CH:44]([CH2:45][O:46][CH3:47])[O:43][C:41]1=[O:42])[CH2:3][CH3:4].